From a dataset of Full USPTO retrosynthesis dataset with 1.9M reactions from patents (1976-2016). Predict the reactants needed to synthesize the given product. Given the product [CH2:25]([N:12]1[C:11]2[N:10]=[CH:9][N:8]([CH2:1][C:2]3[CH:7]=[CH:6][CH:5]=[CH:4][CH:3]=3)[C:16]=2[C:15](=[O:17])[NH:14][C:13]1=[O:18])[CH2:26][CH2:27][CH3:28], predict the reactants needed to synthesize it. The reactants are: [CH2:1]([N:8]1[C:16]2[C:15](=[O:17])[NH:14][C:13](=[O:18])[NH:12][C:11]=2[N:10]=[CH:9]1)[C:2]1[CH:7]=[CH:6][CH:5]=[CH:4][CH:3]=1.C(=O)([O-])[O-].[K+].[K+].[CH2:25](I)[CH2:26][CH2:27][CH3:28].C(O)(=O)C.